Dataset: Reaction yield outcomes from USPTO patents with 853,638 reactions. Task: Predict the reaction yield, written as a fraction of the theoretical maximum amount of product (1.0 means a 100% yield; for example, 0.34 means a 34% yield). (1) The product is [CH2:2]([CH:4]1[CH2:8][CH:7]([CH2:9][OH:10])[CH2:6][CH:5]1[C:11]([O:13][CH2:14][CH3:15])=[O:12])[CH3:3]. The reactants are Cl.[CH2:2]([CH:4]1[CH2:8][CH:7]([CH2:9][OH:10])[CH2:6][CH:5]1[C:11]([OH:13])=[O:12])[CH3:3].[CH3:14][CH2:15]O. No catalyst specified. The yield is 0.580. (2) The reactants are [Cl:1][C:2]1[N:3]=[C:4](Cl)[C:5]2[CH2:10][CH2:9][CH:8]([C:11]3[CH:16]=[CH:15][CH:14]=[CH:13][CH:12]=3)[C:6]=2[N:7]=1.[CH3:18][NH:19][CH2:20][CH3:21]. The catalyst is CO. The product is [Cl:1][C:2]1[N:3]=[C:4]([N:19]([CH2:20][CH3:21])[CH3:18])[C:5]2[CH2:10][CH2:9][CH:8]([C:11]3[CH:16]=[CH:15][CH:14]=[CH:13][CH:12]=3)[C:6]=2[N:7]=1. The yield is 1.00. (3) The reactants are [CH3:1][C:2]1[CH:3]=[N:4][CH:5]=[CH:6][C:7]=1[CH3:8].C1C=C(Cl)C=C(C(OO)=[O:17])C=1. The catalyst is ClCCl. The product is [CH3:1][C:2]1[CH:3]=[N+:4]([O-:17])[CH:5]=[CH:6][C:7]=1[CH3:8]. The yield is 0.610. (4) The reactants are [F:1][C:2]1[CH:7]=[CH:6][C:5]([C:8]2[S:9][C:10]3[N:11]=[C:12]([NH2:23])[N:13]=[C:14]([N:17]4[CH2:22][CH2:21][NH:20][CH2:19][CH2:18]4)[C:15]=3[N:16]=2)=[CH:4][CH:3]=1.N1C=CC=CC=1.[C:30]1([S:36](Cl)(=[O:38])=[O:37])[CH:35]=[CH:34][CH:33]=[CH:32][CH:31]=1. The catalyst is CN(C=O)C. The product is [F:1][C:2]1[CH:7]=[CH:6][C:5]([C:8]2[S:9][C:10]3[N:11]=[C:12]([NH2:23])[N:13]=[C:14]([N:17]4[CH2:18][CH2:19][N:20]([S:36]([C:30]5[CH:35]=[CH:34][CH:33]=[CH:32][CH:31]=5)(=[O:38])=[O:37])[CH2:21][CH2:22]4)[C:15]=3[N:16]=2)=[CH:4][CH:3]=1. The yield is 0.450. (5) The reactants are [O:1]1[CH2:3][C@@H:2]1[CH2:4][O:5][C:6]1[CH:7]=[C:8]([C:12]2[C:20]3[C:15](=[N:16][CH:17]=[CH:18][CH:19]=3)[O:14][N:13]=2)[CH:9]=[CH:10][CH:11]=1.[Cl:21][C:22]1[CH:23]=[C:24]([CH:32]=[CH:33][CH:34]=1)[O:25][CH:26]1[CH2:31][CH2:30][NH:29][CH2:28][CH2:27]1. The catalyst is C(O)C. The product is [Cl:21][C:22]1[CH:23]=[C:24]([CH:32]=[CH:33][CH:34]=1)[O:25][CH:26]1[CH2:27][CH2:28][N:29]([CH2:3][C@@H:2]([OH:1])[CH2:4][O:5][C:6]2[CH:11]=[CH:10][CH:9]=[C:8]([C:12]3[C:20]4[C:15](=[N:16][CH:17]=[CH:18][CH:19]=4)[O:14][N:13]=3)[CH:7]=2)[CH2:30][CH2:31]1. The yield is 0.500. (6) The reactants are [CH2:1]([N:5]1[C:14](=[O:15])[C:13]([C:16]#N)=[C:12]2[C:7]([CH2:8][CH2:9][CH2:10][CH2:11]2)=[CH:6]1)[CH2:2][CH2:3][CH3:4].[OH-:18].[K+].Cl.[OH2:21]. The catalyst is C(O)C. The product is [CH2:1]([N:5]1[C:14](=[O:15])[C:13]([C:16]([OH:21])=[O:18])=[C:12]2[C:7]([CH2:8][CH2:9][CH2:10][CH2:11]2)=[CH:6]1)[CH2:2][CH2:3][CH3:4]. The yield is 0.700. (7) The reactants are [CH3:1][C:2]1[CH:7]=[C:6]([C:8]([O:10]C)=[O:9])[CH:5]=[CH:4][C:3]=1[C:12]1[CH:17]=[CH:16][CH:15]=[CH:14][C:13]=1[CH3:18].[OH-].[Na+]. The catalyst is C1COCC1. The product is [CH3:1][C:2]1[CH:7]=[C:6]([C:8]([OH:10])=[O:9])[CH:5]=[CH:4][C:3]=1[C:12]1[CH:17]=[CH:16][CH:15]=[CH:14][C:13]=1[CH3:18]. The yield is 0.950.